From a dataset of Reaction yield outcomes from USPTO patents with 853,638 reactions. Predict the reaction yield, written as a fraction of the theoretical maximum amount of product (1.0 means a 100% yield; for example, 0.34 means a 34% yield). (1) The yield is 0.725. The product is [CH2:2]([N:17]1[C:13](=[O:23])[C:14]2[C:15](=[CH:19][CH:20]=[CH:21][CH:22]=2)[C:16]1=[O:18])[CH2:3][CH2:4][CH:5]=[CH2:6]. The reactants are Br[CH2:2][CH2:3][CH2:4][CH:5]=[CH2:6].C([O-])([O-])=O.[K+].[K+].[C:13]1(=[O:23])[NH:17][C:16](=[O:18])[C:15]2=[CH:19][CH:20]=[CH:21][CH:22]=[C:14]12.[K].O. The catalyst is CN(C=O)C. (2) The reactants are [CH3:1][O:2][C:3]1[CH:4]=[C:5]2[C:10](=[CH:11][C:12]=1[O:13][CH3:14])[N:9]=[CH:8][N:7]=[C:6]2[O:15][C:16]1[CH:22]=[CH:21][C:19]([NH2:20])=[CH:18][CH:17]=1.[F:23][C:24]1[CH:29]=[CH:28][C:27]([N:30]=[C:31]=[O:32])=[CH:26][CH:25]=1.CO. The catalyst is C(Cl)(Cl)Cl. The product is [CH3:1][O:2][C:3]1[CH:4]=[C:5]2[C:10](=[CH:11][C:12]=1[O:13][CH3:14])[N:9]=[CH:8][N:7]=[C:6]2[O:15][C:16]1[CH:22]=[CH:21][C:19]([NH:20][C:31]([NH:30][C:27]2[CH:28]=[CH:29][C:24]([F:23])=[CH:25][CH:26]=2)=[O:32])=[CH:18][CH:17]=1. The yield is 0.360. (3) The product is [CH2:11]([O:18][C:19]1[CH:24]=[C:23]([CH3:25])[C:22]([C:7]2[CH:6]=[CH:5][CH:4]=[C:3]([CH2:9][OH:10])[C:2]=2[CH3:1])=[C:21]([CH3:29])[CH:20]=1)[C:12]1[CH:17]=[CH:16][CH:15]=[CH:14][CH:13]=1. The catalyst is CN(C)C=O.C1C=CC(/C=C/C(/C=C/C2C=CC=CC=2)=O)=CC=1.C1C=CC(/C=C/C(/C=C/C2C=CC=CC=2)=O)=CC=1.C1C=CC(/C=C/C(/C=C/C2C=CC=CC=2)=O)=CC=1.[Pd].[Pd].O. The reactants are [CH3:1][C:2]1[C:7](Br)=[CH:6][CH:5]=[CH:4][C:3]=1[CH2:9][OH:10].[CH2:11]([O:18][C:19]1[CH:24]=[C:23]([CH3:25])[C:22](B(O)O)=[C:21]([CH3:29])[CH:20]=1)[C:12]1[CH:17]=[CH:16][CH:15]=[CH:14][CH:13]=1.C(=O)([O-])[O-].[Na+].[Na+].C1(P(C2CCCCC2)C2C=CC=CC=2C2C(OC)=CC=CC=2OC)CCCCC1. The yield is 0.572. (4) The reactants are [ClH:1].[CH2:2]([C:6]1[N:7]=[C:8]([NH2:11])[NH:9][CH:10]=1)[CH2:3][C:4]#[CH:5].[N:12]([CH2:15][CH:16]=[CH:17][C:18]1[CH:23]=[CH:22][CH:21]=[CH:20][CH:19]=1)=[N+:13]=[N-:14]. No catalyst specified. The product is [ClH:1].[C:18]1([CH:17]=[CH:16][CH2:15][N:12]2[CH:5]=[C:4]([CH2:3][CH2:2][C:6]3[N:7]=[C:8]([NH2:11])[NH:9][CH:10]=3)[N:14]=[N:13]2)[CH:23]=[CH:22][CH:21]=[CH:20][CH:19]=1. The yield is 0.390.